Task: Predict the reactants needed to synthesize the given product.. Dataset: Full USPTO retrosynthesis dataset with 1.9M reactions from patents (1976-2016) Given the product [C:14]([O:18][C:19](=[O:22])[CH2:20][C:2]1[CH:7]=[CH:6][C:5]([Cl:8])=[C:4]([O:9][CH:10]([CH3:12])[CH3:11])[CH:3]=1)([CH3:17])([CH3:16])[CH3:15], predict the reactants needed to synthesize it. The reactants are: Br[C:2]1[CH:7]=[CH:6][C:5]([Cl:8])=[C:4]([O:9][CH:10]([CH3:12])[CH3:11])[CH:3]=1.[Cl-].[C:14]([O:18][C:19](=[O:22])[CH2:20][Zn+])([CH3:17])([CH3:16])[CH3:15].CCOCC.